The task is: Predict the reaction yield, written as a fraction of the theoretical maximum amount of product (1.0 means a 100% yield; for example, 0.34 means a 34% yield).. This data is from Reaction yield outcomes from USPTO patents with 853,638 reactions. (1) The reactants are [O:1]=[C:2]1[CH2:7][CH2:6][N:5]([C:8]([O:10][C:11]([CH3:14])([CH3:13])[CH3:12])=[O:9])[CH2:4][CH2:3]1.C[Si](Cl)(C)C.C([O-])(O)=O.[Na+].C1C(=O)N([Br:32])C(=O)C1. The catalyst is CN(C=O)C.C1COCC1.CCCCCC.O. The product is [Br:32][CH:7]1[C:2](=[O:1])[CH2:3][CH2:4][N:5]([C:8]([O:10][C:11]([CH3:14])([CH3:13])[CH3:12])=[O:9])[CH2:6]1. The yield is 0.780. (2) The reactants are [CH3:1][O:2][CH2:3][CH2:4][N:5]1[CH2:9][CH2:8][C@H:7]([NH:10]C(=O)OC(C)(C)C)[C:6]1=[O:18]. The catalyst is ClCCl.Cl.CCOCC. The product is [NH2:10][C@H:7]1[CH2:8][CH2:9][N:5]([CH2:4][CH2:3][O:2][CH3:1])[C:6]1=[O:18]. The yield is 0.990. (3) The reactants are [O:1]=[C:2]1[N:6]2[C:7]3[CH:14]=[CH:13][C:12]([N:15]4[CH2:20][CH2:19][O:18][CH2:17][C:16]4=[O:21])=[CH:11][C:8]=3[O:9][CH2:10][C@H:5]2[C@H:4]([C:22]([OH:24])=O)[O:3]1.Cl.[Cl:26][C:27]1[S:31][C:30]([NH2:32])=[CH:29][CH:28]=1.CN(C(ON1N=NC2C=CC=NC1=2)=[N+](C)C)C.F[P-](F)(F)(F)(F)F. No catalyst specified. The product is [Cl:26][C:27]1[S:31][C:30]([NH:32][C:22]([C@H:4]2[C@H:5]3[N:6]([C:7]4[CH:14]=[CH:13][C:12]([N:15]5[CH2:20][CH2:19][O:18][CH2:17][C:16]5=[O:21])=[CH:11][C:8]=4[O:9][CH2:10]3)[C:2](=[O:1])[O:3]2)=[O:24])=[CH:29][CH:28]=1. The yield is 0.603. (4) The reactants are [C:1]([O:5][C:6]([N:8]1[CH2:12][CH2:11][CH2:10][C@H:9]1[CH2:13][N:14]1[C:18]2[N:19]=[CH:20][N:21]=[C:22]([NH2:23])[C:17]=2[C:16](I)=[CH:15]1)=[O:7])([CH3:4])([CH3:3])[CH3:2].[O:25]([C:32]1[CH:37]=[CH:36][C:35](B(O)O)=[CH:34][CH:33]=1)[C:26]1[CH:31]=[CH:30][CH:29]=[CH:28][CH:27]=1.C([O-])([O-])=O.[Na+].[Na+]. The catalyst is O1CCOCC1.O.C1C=CC([P]([Pd]([P](C2C=CC=CC=2)(C2C=CC=CC=2)C2C=CC=CC=2)([P](C2C=CC=CC=2)(C2C=CC=CC=2)C2C=CC=CC=2)[P](C2C=CC=CC=2)(C2C=CC=CC=2)C2C=CC=CC=2)(C2C=CC=CC=2)C2C=CC=CC=2)=CC=1. The product is [C:1]([O:5][C:6]([N:8]1[CH2:12][CH2:11][CH2:10][C@H:9]1[CH2:13][N:14]1[C:18]2[N:19]=[CH:20][N:21]=[C:22]([NH2:23])[C:17]=2[C:16]([C:35]2[CH:36]=[CH:37][C:32]([O:25][C:26]3[CH:31]=[CH:30][CH:29]=[CH:28][CH:27]=3)=[CH:33][CH:34]=2)=[CH:15]1)=[O:7])([CH3:4])([CH3:3])[CH3:2]. The yield is 0.910.